Dataset: Forward reaction prediction with 1.9M reactions from USPTO patents (1976-2016). Task: Predict the product of the given reaction. (1) Given the reactants CC1C=C(CN)C=CC=1OC(F)(F)F.FC1C=C(C=CC=1[N+]([O-])=O)OCC1C=CC(C)=CN=1.[CH3:34][C:35]1[CH:36]=[C:37]([CH:56]=[CH:57][C:58]=1[O:59][C:60]([F:63])([F:62])[F:61])[CH2:38][NH:39][C:40]1[C:41]([NH2:55])=[CH:42][CH:43]=[C:44]([O:46][CH2:47][C:48]2[CH:53]=[CH:52][C:51]([CH3:54])=[CH:50][N:49]=2)[CH:45]=1.[C:64]1(=[O:74])[C@@H:72]2[C@@H:67]([CH2:68][CH2:69][CH2:70][CH2:71]2)[C:66](=O)[O:65]1, predict the reaction product. The product is: [CH3:54][C:51]1[CH:52]=[CH:53][C:48]([CH2:47][O:46][C:44]2[CH:43]=[CH:42][C:41]3[N:55]=[C:66]([C@H:67]4[CH2:68][CH2:69][CH2:70][CH2:71][C@H:72]4[C:64]([OH:74])=[O:65])[N:39]([CH2:38][C:37]4[CH:56]=[CH:57][C:58]([O:59][C:60]([F:62])([F:63])[F:61])=[C:35]([CH3:34])[CH:36]=4)[C:40]=3[CH:45]=2)=[N:49][CH:50]=1. (2) Given the reactants [CH:1]1([NH:6][C:7]([C:9]2[C:13]([CH:14]=O)=[C:12]([C:16]3[CH:21]=[CH:20][C:19]([C:22]([F:25])([F:24])[F:23])=[CH:18][CH:17]=3)[O:11][N:10]=2)=[O:8])[CH2:5][CH2:4][CH2:3][CH2:2]1.[CH:26]1([NH2:30])[CH2:29][CH2:28][CH2:27]1.C(O[BH-](OC(=O)C)OC(=O)C)(=O)C.[Na+], predict the reaction product. The product is: [CH:26]1([NH:30][CH2:14][C:13]2[C:9]([C:7]([NH:6][CH:1]3[CH2:5][CH2:4][CH2:3][CH2:2]3)=[O:8])=[N:10][O:11][C:12]=2[C:16]2[CH:21]=[CH:20][C:19]([C:22]([F:25])([F:23])[F:24])=[CH:18][CH:17]=2)[CH2:29][CH2:28][CH2:27]1. (3) The product is: [CH2:1]([CH:8]([C:9](=[O:11])[CH:10]=[CH:45][C:44]1[CH:30]=[CH:29][C:28]([OH:27])=[C:42]([O:50][CH3:48])[CH:43]=1)[C:12](=[O:14])[CH:13]=[CH:20][C:19]1[CH:22]=[CH:23][C:16]([OH:15])=[C:17]([O:24][CH3:25])[CH:18]=1)[C:2]1[CH:7]=[CH:6][CH:5]=[CH:4][CH:3]=1. Given the reactants [CH2:1]([CH:8]([C:12](=[O:14])[CH3:13])[C:9](=[O:11])[CH3:10])[C:2]1[CH:7]=[CH:6][CH:5]=[CH:4][CH:3]=1.[OH:15][C:16]1[CH:23]=[CH:22][C:19]([CH:20]=O)=[CH:18][C:17]=1[O:24][CH3:25].B([O:27][CH2:28][CH2:29][CH2:30]C)([O:27][CH2:28][CH2:29][CH2:30]C)[O:27][CH2:28][CH2:29][CH2:30]C.[CH2:42](N)[CH2:43][CH2:44][CH3:45].Cl.[C:48](OCC)(=[O:50])C, predict the reaction product. (4) Given the reactants [F:1][C:2]1[CH:7]=[CH:6][CH:5]=[C:4]([F:8])[C:3]=1[C:9]1[N:14]=[C:13]2[C:15]([C:28]3[CH:29]=[C:30]([N:34]4[CH2:39][CH2:38][CH:37]([NH:40][C:41](=[O:47])[O:42][C:43]([CH3:46])([CH3:45])[CH3:44])[CH2:36][CH2:35]4)[CH:31]=[N:32][CH:33]=3)=[CH:16][N:17](S(C3C=CC(C)=CC=3)(=O)=O)[C:12]2=[CH:11][CH:10]=1.[OH-].[Na+], predict the reaction product. The product is: [F:8][C:4]1[CH:5]=[CH:6][CH:7]=[C:2]([F:1])[C:3]=1[C:9]1[N:14]=[C:13]2[C:15]([C:28]3[CH:29]=[C:30]([N:34]4[CH2:39][CH2:38][CH:37]([NH:40][C:41](=[O:47])[O:42][C:43]([CH3:45])([CH3:44])[CH3:46])[CH2:36][CH2:35]4)[CH:31]=[N:32][CH:33]=3)=[CH:16][NH:17][C:12]2=[CH:11][CH:10]=1.